Task: Regression. Given a peptide amino acid sequence and an MHC pseudo amino acid sequence, predict their binding affinity value. This is MHC class I binding data.. Dataset: Peptide-MHC class I binding affinity with 185,985 pairs from IEDB/IMGT (1) The peptide sequence is LVGPTPVNI. The MHC is HLA-B42:01 with pseudo-sequence HLA-B42:01. The binding affinity (normalized) is 0.132. (2) The peptide sequence is IEDDEIIWV. The MHC is HLA-A29:02 with pseudo-sequence HLA-A29:02. The binding affinity (normalized) is 0.0847. (3) The peptide sequence is RTYSLLNRK. The MHC is HLA-A29:02 with pseudo-sequence HLA-A29:02. The binding affinity (normalized) is 0.0847. (4) The binding affinity (normalized) is 0.228. The MHC is HLA-B51:01 with pseudo-sequence HLA-B51:01. The peptide sequence is LPKRGVRVRV.